Dataset: Catalyst prediction with 721,799 reactions and 888 catalyst types from USPTO. Task: Predict which catalyst facilitates the given reaction. Reactant: [CH:1]1([CH2:5][C:6]2[N:7]=[C:8]([CH2:11][OH:12])[S:9][CH:10]=2)[CH2:4][CH2:3][CH2:2]1. Product: [CH:1]1([CH2:5][C:6]2[N:7]=[C:8]([CH:11]=[O:12])[S:9][CH:10]=2)[CH2:2][CH2:3][CH2:4]1. The catalyst class is: 21.